Dataset: Catalyst prediction with 721,799 reactions and 888 catalyst types from USPTO. Task: Predict which catalyst facilitates the given reaction. (1) Reactant: C1C2C(COC(=O)[NH:17][C:18]3([C:22](=[O:47])[NH:23][C@@H:24]4[C:32]5[C:27](=[CH:28][C:29]([C:33]6[CH:38]=[C:37]([Cl:39])[CH:36]=[C:35]([F:40])[C:34]=6[C:41]6[N:45]=[C:44]([CH3:46])[O:43][N:42]=6)=[CH:30][CH:31]=5)[CH2:26][CH2:25]4)[CH2:21][O:20][CH2:19]3)C3C(=CC=CC=3)C=2C=CC=1.N1CCCCC1. Product: [Cl:39][C:37]1[CH:36]=[C:35]([F:40])[C:34]([C:41]2[N:45]=[C:44]([CH3:46])[O:43][N:42]=2)=[C:33]([C:29]2[CH:28]=[C:27]3[C:32](=[CH:31][CH:30]=2)[C@@H:24]([NH:23][C:22]([C:18]2([NH2:17])[CH2:19][O:20][CH2:21]2)=[O:47])[CH2:25][CH2:26]3)[CH:38]=1. The catalyst class is: 2. (2) Reactant: [C:1]([O:4][C:5](=[O:7])[CH3:6])(=O)[CH3:2].[F:8][C:9]1[C:14]([F:15])=[CH:13][CH:12]=[C:11]([F:16])C=1CO.N1C=CC=CC=1. Product: [C:5]([O:4][CH2:1][C:2]1[C:11]([F:16])=[CH:12][CH:13]=[C:14]([F:15])[C:9]=1[F:8])(=[O:7])[CH3:6]. The catalyst class is: 646. (3) Product: [CH:48]1[C:49]2[CH:37]([CH2:36][O:35][C:33](=[O:34])[NH:32][CH:28]([CH2:27][C:24]3[CH:23]=[CH:22][C:21]([C:18](=[O:20])[NH2:19])=[CH:26][CH:25]=3)[C:29](=[O:30])[N:13]3[CH2:14][CH2:15][CH2:16][CH2:17][CH:12]3[C:9]3[NH:10][CH:11]=[C:7]([C:1]4[CH:2]=[CH:3][CH:4]=[CH:5][CH:6]=4)[N:8]=3)[C:38]3[C:43](=[CH:42][CH:41]=[CH:40][CH:39]=3)[C:44]=2[CH:45]=[CH:46][CH:47]=1. The catalyst class is: 9. Reactant: [C:1]1([C:7]2[N:8]=[C:9]([CH:12]3[CH2:17][CH2:16][CH2:15][CH2:14][NH:13]3)[NH:10][CH:11]=2)[CH:6]=[CH:5][CH:4]=[CH:3][CH:2]=1.[C:18]([C:21]1[CH:26]=[CH:25][C:24]([CH2:27][CH:28]([NH:32][C:33]([O:35][CH2:36][CH:37]2[C:49]3[CH:48]=[CH:47][CH:46]=[CH:45][C:44]=3[C:43]3[C:38]2=[CH:39][CH:40]=[CH:41][CH:42]=3)=[O:34])[C:29](O)=[O:30])=[CH:23][CH:22]=1)(=[O:20])[NH2:19].O.OC1C2N=NNC=2C=CC=1.Cl.CN(C)CCCN=C=NCC. (4) Reactant: [NH:1]1[C:9]2[C:4](=[CH:5][CH:6]=[C:7]([C:10]([OH:12])=O)[CH:8]=2)[CH:3]=[CH:2]1.Cl.[CH3:14][NH:15][O:16][CH3:17].CN(C)CCCN=C=NCC.N1C=CC=CC=1. Product: [CH3:17][O:16][N:15]([CH3:14])[C:10]([C:7]1[CH:8]=[C:9]2[C:4]([CH:3]=[CH:2][NH:1]2)=[CH:5][CH:6]=1)=[O:12]. The catalyst class is: 7. (5) Reactant: C(=O)([O-])[O-].[Cs+].[Cs+].I[CH3:8].[Cl:9][C:10]1[N:15]=[C:14]([NH:16][C:17]2[CH:18]=[CH:19][C:20]3[C:24]([CH:25]=2)=[N:23][N:22]([CH3:26])[C:21]=3[CH3:27])[CH:13]=[CH:12][N:11]=1.O. Product: [Cl:9][C:10]1[N:15]=[C:14]([N:16]([CH3:8])[C:17]2[CH:18]=[CH:19][C:20]3[C:24]([CH:25]=2)=[N:23][N:22]([CH3:26])[C:21]=3[CH3:27])[CH:13]=[CH:12][N:11]=1. The catalyst class is: 9.